From a dataset of Merck oncology drug combination screen with 23,052 pairs across 39 cell lines. Regression. Given two drug SMILES strings and cell line genomic features, predict the synergy score measuring deviation from expected non-interaction effect. (1) Drug 1: N.N.O=C(O)C1(C(=O)O)CCC1.[Pt]. Drug 2: C#Cc1cccc(Nc2ncnc3cc(OCCOC)c(OCCOC)cc23)c1. Cell line: NCIH2122. Synergy scores: synergy=12.0. (2) Drug 1: CN1C(=O)C=CC2(C)C3CCC4(C)C(NC(=O)OCC(F)(F)F)CCC4C3CCC12. Drug 2: CC(=O)OC1C(=O)C2(C)C(O)CC3OCC3(OC(C)=O)C2C(OC(=O)c2ccccc2)C2(O)CC(OC(=O)C(O)C(NC(=O)c3ccccc3)c3ccccc3)C(C)=C1C2(C)C. Cell line: MDAMB436. Synergy scores: synergy=5.59. (3) Drug 1: O=S1(=O)NC2(CN1CC(F)(F)F)C1CCC2Cc2cc(C=CCN3CCC(C(F)(F)F)CC3)ccc2C1. Drug 2: CCc1cnn2c(NCc3ccc[n+]([O-])c3)cc(N3CCCCC3CCO)nc12. Cell line: UACC62. Synergy scores: synergy=-0.0468.